Dataset: Full USPTO retrosynthesis dataset with 1.9M reactions from patents (1976-2016). Task: Predict the reactants needed to synthesize the given product. (1) The reactants are: [CH3:1][C:2]1[CH:7]=[C:6]([CH3:8])[NH:5][C:4](=[O:9])[C:3]=1[C:10]#[N:11].C([O-])(=O)C.[Na+].[ClH:17]. Given the product [ClH:17].[NH2:11][CH2:10][C:3]1[C:4](=[O:9])[NH:5][C:6]([CH3:8])=[CH:7][C:2]=1[CH3:1], predict the reactants needed to synthesize it. (2) Given the product [NH2:1][C:2]1[CH:3]=[CH:4][C:5]2[S:9][CH:8]=[N:7][C:6]=2[C:10]=1[Br:11], predict the reactants needed to synthesize it. The reactants are: [NH2:1][C:2]1[CH:3]=[CH:4][C:5]2[S:9][CH:8]=[N:7][C:6]=2[CH:10]=1.[Br:11]Br. (3) Given the product [CH3:15][C:14]1[C:11]([C:1]2[C:10]3[C:5](=[CH:6][CH:7]=[CH:8][CH:9]=3)[CH:4]=[CH:3][CH:2]=2)=[CH:12][O:13][N:20]=1, predict the reactants needed to synthesize it. The reactants are: [C:1]1([CH:11]([C:14](=O)[CH3:15])[CH:12]=[O:13])[C:10]2[C:5](=[CH:6][CH:7]=[CH:8][CH:9]=2)[CH:4]=[CH:3][CH:2]=1.CO.Cl.[NH2:20]O. (4) The reactants are: C([Cl:4])(=O)C.[N:5]1([C:10]([CH:12]2[CH2:29][CH2:28][C:15]3([CH2:20][CH2:19][N:18](C(OC(C)(C)C)=O)[CH2:17][CH2:16]3)[CH2:14][CH2:13]2)=[O:11])[CH2:9][CH2:8][CH2:7][CH2:6]1. Given the product [ClH:4].[N:5]1([C:10]([CH:12]2[CH2:13][CH2:14][C:15]3([CH2:16][CH2:17][NH:18][CH2:19][CH2:20]3)[CH2:28][CH2:29]2)=[O:11])[CH2:6][CH2:7][CH2:8][CH2:9]1, predict the reactants needed to synthesize it. (5) The reactants are: [CH3:1][CH:2]([CH3:43])[CH2:3][CH2:4][N:5]([CH2:38][CH2:39][CH:40]([CH3:42])[CH3:41])[C:6]([C:8]1[CH:9]=[CH:10][C:11]2[N:15]=[C:14]([NH:16][C:17]3[CH:22]=[CH:21][C:20]([N+:23]([O-])=O)=[CH:19][CH:18]=3)[N:13]([CH2:26][CH2:27][CH2:28][NH:29][C:30](=[O:36])[O:31][C:32]([CH3:35])([CH3:34])[CH3:33])[C:12]=2[CH:37]=1)=[O:7]. Given the product [NH2:23][C:20]1[CH:19]=[CH:18][C:17]([NH:16][C:14]2[N:13]([CH2:26][CH2:27][CH2:28][NH:29][C:30](=[O:36])[O:31][C:32]([CH3:33])([CH3:34])[CH3:35])[C:12]3[CH:37]=[C:8]([C:6]([N:5]([CH2:4][CH2:3][CH:2]([CH3:43])[CH3:1])[CH2:38][CH2:39][CH:40]([CH3:41])[CH3:42])=[O:7])[CH:9]=[CH:10][C:11]=3[N:15]=2)=[CH:22][CH:21]=1, predict the reactants needed to synthesize it.